Dataset: Forward reaction prediction with 1.9M reactions from USPTO patents (1976-2016). Task: Predict the product of the given reaction. (1) The product is: [F:25][C:16]1[CH:15]=[C:14]([C:12]2[O:9][N:8]=[C:7]([C:6]3[CH:5]=[N:4][CH:3]=[C:2]([F:1])[CH:11]=3)[CH:13]=2)[CH:19]=[CH:18][C:17]=1[O:20][C:21]([F:22])([F:23])[F:24]. Given the reactants [F:1][C:2]1[CH:3]=[N:4][CH:5]=[C:6]([CH:11]=1)[C:7](Cl)=[N:8][OH:9].[C:12]([C:14]1[CH:19]=[CH:18][C:17]([O:20][C:21]([F:24])([F:23])[F:22])=[C:16]([F:25])[CH:15]=1)#[CH:13].N, predict the reaction product. (2) Given the reactants CCCCCC.C([Li])CCC.Br[C:13]1[CH:18]=[CH:17][C:16]([C:19]2[CH:24]=[CH:23][CH:22]=[CH:21][CH:20]=2)=[CH:15][CH:14]=1.[C:25]1([C:56]2[CH:61]=[CH:60][CH:59]=[CH:58][CH:57]=2)[CH:30]=[CH:29][C:28]([C:31]2[N:36]=[C:35]([C:37]3[CH:42]=[CH:41][C:40]([C:43]4[CH:48]=[CH:47][CH:46]=[CH:45][CH:44]=4)=[CH:39][CH:38]=3)[N:34]=[C:33]([C:49]3[CH:54]=[CH:53][C:52](Br)=[CH:51][CH:50]=3)[N:32]=2)=[CH:27][CH:26]=1, predict the reaction product. The product is: [C:25]1([C:56]2[CH:61]=[CH:60][CH:59]=[CH:58][CH:57]=2)[CH:30]=[CH:29][C:28]([C:31]2[N:36]=[C:35]([C:37]3[CH:42]=[CH:41][C:40]([C:43]4[CH:48]=[CH:47][CH:46]=[CH:45][CH:44]=4)=[CH:39][CH:38]=3)[N:34]=[C:33]([C:49]3[CH:54]=[CH:53][C:52]([C:22]4[CH:23]=[CH:24][C:19]([C:16]5[CH:17]=[CH:18][CH:13]=[CH:14][CH:15]=5)=[CH:20][CH:21]=4)=[CH:51][CH:50]=3)[N:32]=2)=[CH:27][CH:26]=1. (3) Given the reactants [F:1][C:2]1[CH:3]=[C:4]([N+:9]([O-:11])=[O:10])[CH:5]=[CH:6][C:7]=1F.[CH3:12][CH2:13][CH:14]([NH2:17])[CH2:15][OH:16].C(=O)(O)[O-].[Na+], predict the reaction product. The product is: [F:1][C:2]1[CH:3]=[C:4]([N+:9]([O-:11])=[O:10])[CH:5]=[CH:6][C:7]=1[NH:17][C@H:14]([CH2:13][CH3:12])[CH2:15][OH:16]. (4) Given the reactants [F:1][C:2]1[CH:7]=[CH:6][C:5]([C:8]2[CH:13]=[CH:12][N:11]=[CH:10][C:9]=2[NH:14][CH2:15][C:16]([F:19])([F:18])[F:17])=[C:4]([O:20][CH3:21])[CH:3]=1.[F:22][C:23]([F:38])([F:37])[C:24]1[CH:25]=[C:26]([CH:30]=[C:31]([C:33]([F:36])([F:35])[F:34])[N:32]=1)[C:27](O)=[O:28], predict the reaction product. The product is: [F:1][C:2]1[CH:7]=[CH:6][C:5]([C:8]2[CH:13]=[CH:12][N:11]=[CH:10][C:9]=2[N:14]([CH2:15][C:16]([F:18])([F:17])[F:19])[C:27](=[O:28])[C:26]2[CH:30]=[C:31]([C:33]([F:34])([F:35])[F:36])[N:32]=[C:24]([C:23]([F:38])([F:22])[F:37])[CH:25]=2)=[C:4]([O:20][CH3:21])[CH:3]=1. (5) Given the reactants [C:1]([C:3]1[CH2:7][C:6]2([CH2:12][CH2:11][N:10]([C:13]3[C:18]([N+:19]([O-:21])=[O:20])=[CH:17][CH:16]=[C:15]([CH3:22])[N:14]=3)[CH2:9][CH2:8]2)[O:5][N:4]=1)#[CH:2].[CH2:23]([Li])CCC.CCCCCC.CI, predict the reaction product. The product is: [CH3:22][C:15]1[N:14]=[C:13]([N:10]2[CH2:11][CH2:12][C:6]3([O:5][N:4]=[C:3]([C:1]#[C:2][CH3:23])[CH2:7]3)[CH2:8][CH2:9]2)[C:18]([N+:19]([O-:21])=[O:20])=[CH:17][CH:16]=1.